From a dataset of Orexin1 receptor HTS with 218,158 compounds and 233 confirmed actives. Binary Classification. Given a drug SMILES string, predict its activity (active/inactive) in a high-throughput screening assay against a specified biological target. (1) The molecule is S(=O)(=O)(N1CCN(CC1)c1ccccc1)c1cc(C(=O)NC2CCC(CC2)C)ccc1. The result is 0 (inactive). (2) The drug is s1c(NC(=O)CCc2ccccc2)nc(c1C)C. The result is 0 (inactive).